Dataset: Forward reaction prediction with 1.9M reactions from USPTO patents (1976-2016). Task: Predict the product of the given reaction. (1) Given the reactants [C:1]1([S:7]([N:10]([CH2:12][C:13]([OH:15])=O)[CH3:11])(=[O:9])=[O:8])[CH:6]=[CH:5][CH:4]=[CH:3][CH:2]=1.O.ON1C2C=CC=CC=2N=N1.Cl.CN(C)CCCN=C=NCC.[F:39][C:40]1[CH:45]=[CH:44][C:43]([C:46]2[C:47]([N:52]3[CH2:57][CH2:56][NH:55][CH2:54][CH2:53]3)=[N:48][CH:49]=[CH:50][N:51]=2)=[CH:42][CH:41]=1, predict the reaction product. The product is: [F:39][C:40]1[CH:45]=[CH:44][C:43]([C:46]2[C:47]([N:52]3[CH2:53][CH2:54][N:55]([C:13](=[O:15])[CH2:12][N:10]([CH3:11])[S:7]([C:1]4[CH:2]=[CH:3][CH:4]=[CH:5][CH:6]=4)(=[O:8])=[O:9])[CH2:56][CH2:57]3)=[N:48][CH:49]=[CH:50][N:51]=2)=[CH:42][CH:41]=1. (2) The product is: [CH:1]([C:4]1[CH:5]=[C:6]([C:84]2([CH2:90][CH2:91][N:92]3[CH:97]4[CH2:98][CH2:99][CH:93]3[CH2:94][CH:95]([N:100]3[C:104]5[CH:105]=[CH:106][CH:107]=[CH:108][C:103]=5[N:102]=[C:101]3[CH3:109])[CH2:96]4)[CH2:89][CH2:88][N:87]([C:36](=[O:37])[C:35]([CH3:40])([CH3:39])[CH2:34][OH:33])[CH2:86][CH2:85]2)[CH:7]=[CH:8][CH:9]=1)([CH3:3])[CH3:2]. Given the reactants [CH:1]([C:4]1[CH:5]=[C:6]([Mg]Br)[CH:7]=[CH:8][CH:9]=1)([CH3:3])[CH3:2].C(C(=C1CCN(C(OC(C)(C)C)=O)CC1)C(OCC)=O)#N.[OH:33][CH2:34][C:35]([CH3:40])([CH3:39])[C:36](O)=[O:37].CCN(C(C)C)C(C)C.CN(C(ON1N=NC2C=CC=NC1=2)=[N+](C)C)C.F[P-](F)(F)(F)(F)F.Cl.C(C1C=C([C:84]2([CH2:90][CH2:91][N:92]3[CH:97]4[CH2:98][CH2:99][CH:93]3[CH2:94][CH:95]([N:100]3[C:104]5[CH:105]=[CH:106][CH:107]=[CH:108][C:103]=5[N:102]=[C:101]3[CH3:109])[CH2:96]4)[CH2:89][CH2:88][NH:87][CH2:86][CH2:85]2)C=CC=1)(C)C, predict the reaction product. (3) Given the reactants [Cl:1][C:2]1[CH:3]=[CH:4][C:5]([NH:8][C:9]([C:11]2[O:12][C:13]3[CH:32]=[CH:31][CH:30]=[CH:29][C:14]=3[C:15]=2[NH:16][C:17]([C@H:19]2[CH2:24][CH2:23][C@H:22]([C:25]([O:27]C)=[O:26])[CH2:21][CH2:20]2)=[O:18])=[O:10])=[N:6][CH:7]=1.[OH-].[Na+], predict the reaction product. The product is: [Cl:1][C:2]1[CH:3]=[CH:4][C:5]([NH:8][C:9]([C:11]2[O:12][C:13]3[CH:32]=[CH:31][CH:30]=[CH:29][C:14]=3[C:15]=2[NH:16][C:17]([C@H:19]2[CH2:24][CH2:23][C@H:22]([C:25]([OH:27])=[O:26])[CH2:21][CH2:20]2)=[O:18])=[O:10])=[N:6][CH:7]=1. (4) Given the reactants [OH:1][CH2:2][C:3]1[CH:4]=[C:5]([CH:28]=[CH:29][C:30]=1[CH2:31][OH:32])[CH2:6][O:7][C:8]1[CH:9]=[CH:10][C:11]([CH3:27])=[C:12]([C:14]2[CH:19]=[CH:18][C:17]([C:20](=[O:23])[CH2:21][CH3:22])=[CH:16][C:15]=2[CH2:24][CH2:25][CH3:26])[CH:13]=1.[CH2:33]([Mg]Br)[CH3:34].[Cl-].[NH4+], predict the reaction product. The product is: [CH2:21]([C:20]([C:17]1[CH:18]=[CH:19][C:14]([C:12]2[C:11]([CH3:27])=[CH:10][CH:9]=[C:8]([O:7][CH2:6][C:5]3[CH:28]=[CH:29][C:30]([CH2:31][OH:32])=[C:3]([CH2:2][OH:1])[CH:4]=3)[CH:13]=2)=[C:15]([CH2:24][CH2:25][CH3:26])[CH:16]=1)([OH:23])[CH2:33][CH3:34])[CH3:22]. (5) Given the reactants [CH2:1]([O:3][C:4]([C:6]1[CH:10]=[CH:9][NH:8][C:7]=1[CH3:11])=[O:5])[CH3:2].F[C:13]1[CH:18]=[CH:17][C:16]([N+:19]([O-:21])=[O:20])=[CH:15][CH:14]=1.CN(C=O)C.C(=O)([O-])[O-].[K+].[K+], predict the reaction product. The product is: [CH2:1]([O:3][C:4]([C:6]1[CH:10]=[CH:9][N:8]([C:13]2[CH:18]=[CH:17][C:16]([N+:19]([O-:21])=[O:20])=[CH:15][CH:14]=2)[C:7]=1[CH3:11])=[O:5])[CH3:2]. (6) Given the reactants [Br:1][C:2]1[CH:3]=[C:4]([CH:7]=[CH:8][C:9]=1[N:10]1[C:22]2[CH2:21][CH2:20][CH2:19][C:18](=[O:23])[C:17]=2[C:16]2[C:11]1=[CH:12][CH:13]=[CH:14][CH:15]=2)[C:5]#[N:6].Cl.[NH2:25][OH:26].CO, predict the reaction product. The product is: [Br:1][C:2]1[CH:3]=[C:4]([CH:7]=[CH:8][C:9]=1[N:10]1[C:22]2[CH2:21][CH2:20][CH2:19][C:18](=[O:23])[C:17]=2[C:16]2[C:11]1=[CH:12][CH:13]=[CH:14][CH:15]=2)[C:5]([NH:25][OH:26])=[NH:6].